From a dataset of Forward reaction prediction with 1.9M reactions from USPTO patents (1976-2016). Predict the product of the given reaction. (1) The product is: [O:1]1[C:5]2[CH:6]=[CH:7][C:8]([C:10]3[CH:15]=[C:14]([CH3:16])[N:13]=[C:12]([C:30]4[CH:29]=[CH:28][CH:27]=[C:26]([Br:25])[CH:31]=4)[CH:11]=3)=[CH:9][C:4]=2[O:3][CH2:2]1. Given the reactants [O:1]1[C:5]2[CH:6]=[CH:7][C:8]([C:10]3[CH:15]=[C:14]([CH3:16])[N:13]=[C:12](OS(C(F)(F)F)(=O)=O)[CH:11]=3)=[CH:9][C:4]=2[O:3][CH2:2]1.[Br:25][C:26]1[CH:27]=[C:28](B(O)O)[CH:29]=[CH:30][CH:31]=1, predict the reaction product. (2) The product is: [CH3:4][Si:3]([C:1]#[C:2][C:8]1[CH:13]=[CH:12][CH:11]=[CH:10][C:9]=1[CH:14]([CH2:18][CH3:19])[C:15]([NH2:17])=[O:16])([CH3:6])[CH3:5]. Given the reactants [C:1]([Si:3]([CH3:6])([CH3:5])[CH3:4])#[CH:2].I[C:8]1[CH:13]=[CH:12][CH:11]=[CH:10][C:9]=1[CH:14]([CH2:18][CH3:19])[C:15]([NH2:17])=[O:16].F[B-](F)(F)F, predict the reaction product. (3) Given the reactants [NH2:1][C:2]1[CH:3]=[C:4]([C:9]2([CH2:16][F:17])[NH:14][C:13](=[S:15])[CH2:12][O:11][CH2:10]2)[C:5]([Cl:8])=[N:6][CH:7]=1.[Br:18][C:19]1[CH:20]=[CH:21][C:22]([C:25](O)=[O:26])=[N:23][CH:24]=1.C1C=NC2N(O)N=NC=2C=1.CCN(C(C)C)C(C)C.C(Cl)CCl, predict the reaction product. The product is: [Cl:8][C:5]1[N:6]=[CH:7][C:2]([NH:1][C:25]([C:22]2[CH:21]=[CH:20][C:19]([Br:18])=[CH:24][N:23]=2)=[O:26])=[CH:3][C:4]=1[C:9]1([CH2:16][F:17])[CH2:10][O:11][CH2:12][C:13](=[S:15])[NH:14]1. (4) Given the reactants [C:1]1([C:7]2[CH2:12][CH2:11][CH2:10][C:9](=[O:13])[CH:8]=2)[CH:6]=[CH:5][CH:4]=[CH:3][CH:2]=1.[C-]#N.[K+].Cl.[CH3:18][N:19](C)C.C(=O)(O)[O-].[Na+], predict the reaction product. The product is: [O:13]=[C:9]1[CH2:10][CH2:11][CH2:12][C:7]([C:1]2[CH:6]=[CH:5][CH:4]=[CH:3][CH:2]=2)([C:18]#[N:19])[CH2:8]1. (5) Given the reactants [Si:1](Cl)([C:4]([CH3:7])([CH3:6])[CH3:5])([CH3:3])[CH3:2].[Br:9][C:10]1[CH:11]=[C:12]([CH2:16][CH2:17][CH2:18][OH:19])[CH:13]=[CH:14][CH:15]=1.C(N(CC)CC)C, predict the reaction product. The product is: [Br:9][C:10]1[CH:11]=[C:12]([CH2:16][CH2:17][CH2:18][O:19][Si:1]([C:4]([CH3:7])([CH3:6])[CH3:5])([CH3:3])[CH3:2])[CH:13]=[CH:14][CH:15]=1.